Dataset: HIV replication inhibition screening data with 41,000+ compounds from the AIDS Antiviral Screen. Task: Binary Classification. Given a drug SMILES string, predict its activity (active/inactive) in a high-throughput screening assay against a specified biological target. (1) The molecule is CCOc1ccccc1NC(=O)CCc1nc(=S)[nH][nH]1. The result is 0 (inactive). (2) The molecule is O=C(Sc1ccccc1)C1OC12CCCCC2. The result is 0 (inactive). (3) The compound is O=C(O)c1ccc(CS(=O)(=O)c2ccccc2C(=O)O)cc1. The result is 0 (inactive). (4) The molecule is Cc1cc(N(CCC#N)CCC#N)ccc1C=C(NC(=O)C=Cc1ccccc1)NC(=O)Nc1ccccc1C. The result is 0 (inactive). (5) The drug is CC1(C)OCC(C2OC(N3OC(CI)CC3c3ccccc3)C3OC(C)(C)OC23)O1. The result is 0 (inactive).